The task is: Predict which catalyst facilitates the given reaction.. This data is from Catalyst prediction with 721,799 reactions and 888 catalyst types from USPTO. (1) Reactant: Cl[C:2]([O:4][CH:5]([Cl:8])[CH2:6][CH3:7])=[O:3].N1C=CC=CC=1.[F:15][C@@H:16]1[CH2:21][CH2:20][CH2:19][CH2:18][C@H:17]1[OH:22]. Product: [F:15][C@@H:16]1[CH2:21][CH2:20][CH2:19][CH2:18][C@H:17]1[O:22][C:2](=[O:3])[O:4][CH:5]([Cl:8])[CH2:6][CH3:7]. The catalyst class is: 96. (2) Reactant: [F:1][C:2]([F:7])([F:6])[C:3]([OH:5])=[O:4].[Cl:8][C:9]1[CH:14]=[CH:13][C:12]([CH2:15][NH:16][C:17]([C:19]2[NH:20][C:21]3[C:26]([CH:27]=2)=[CH:25][CH:24]=[C:23]([NH:28]C(=O)OC(C)(C)C)[CH:22]=3)=[O:18])=[C:11]([F:36])[C:10]=1[O:37][C:38]1[CH:43]=[C:42]([C:44]#[N:45])[CH:41]=[C:40]([Cl:46])[CH:39]=1. Product: [F:1][C:2]([F:7])([F:6])[C:3]([OH:5])=[O:4].[NH2:28][C:23]1[CH:22]=[C:21]2[C:26]([CH:27]=[C:19]([C:17]([NH:16][CH2:15][C:12]3[CH:13]=[CH:14][C:9]([Cl:8])=[C:10]([O:37][C:38]4[CH:43]=[C:42]([C:44]#[N:45])[CH:41]=[C:40]([Cl:46])[CH:39]=4)[C:11]=3[F:36])=[O:18])[NH:20]2)=[CH:25][CH:24]=1. The catalyst class is: 4. (3) Reactant: Cl[C:2]1[N:7]=[C:6]([NH:8][CH2:9][C:10]2[CH:15]=[CH:14][C:13]([F:16])=[CH:12][C:11]=2[F:17])[C:5]([C:18]2[CH:23]=[CH:22][C:21]([F:24])=[CH:20][C:19]=2[F:25])=[CH:4][N:3]=1.Cl.Cl.[CH3:28][CH:29]1[CH2:34][CH2:33][CH2:32][N:31]([CH:35]2[CH2:40][CH2:39][NH:38][CH2:37][CH2:36]2)[CH2:30]1.C(N(CC)CC)C.C(=O)([O-])O.[Na+]. Product: [F:17][C:11]1[CH:12]=[C:13]([F:16])[CH:14]=[CH:15][C:10]=1[CH2:9][NH:8][C:6]1[C:5]([C:18]2[CH:23]=[CH:22][C:21]([F:24])=[CH:20][C:19]=2[F:25])=[CH:4][N:3]=[C:2]([N:38]2[CH2:39][CH2:40][CH:35]([N:31]3[CH2:32][CH2:33][CH2:34][CH:29]([CH3:28])[CH2:30]3)[CH2:36][CH2:37]2)[N:7]=1. The catalyst class is: 3. (4) Reactant: [CH3:1][O:2][C:3](=[O:16])[C:4]1[CH:12]=[C:11]([N+:13]([O-:15])=[O:14])[CH:10]=[C:6]([C:7]([O-])=[O:8])[CH:5]=1.C(Cl)(=O)C([Cl:20])=O. Product: [Cl:20][C:7]([C:6]1[CH:5]=[C:4]([CH:12]=[C:11]([N+:13]([O-:15])=[O:14])[CH:10]=1)[C:3]([O:2][CH3:1])=[O:16])=[O:8]. The catalyst class is: 59.